From a dataset of Reaction yield outcomes from USPTO patents with 853,638 reactions. Predict the reaction yield, written as a fraction of the theoretical maximum amount of product (1.0 means a 100% yield; for example, 0.34 means a 34% yield). (1) The catalyst is C1COCC1. The reactants are [NH2:1][C:2]1[CH:7]=[CH:6][C:5]([Cl:8])=[CH:4][C:3]=1[OH:9].[C:10]([Si:14](Cl)([C:21]1[CH:26]=[CH:25][CH:24]=[CH:23][CH:22]=1)[C:15]1[CH:20]=[CH:19][CH:18]=[CH:17][CH:16]=1)([CH3:13])([CH3:12])[CH3:11].N1C=CN=C1. The yield is 0.310. The product is [C:10]([Si:14]([C:21]1[CH:26]=[CH:25][CH:24]=[CH:23][CH:22]=1)([C:15]1[CH:16]=[CH:17][CH:18]=[CH:19][CH:20]=1)[O:9][C:3]1[CH:4]=[C:5]([Cl:8])[CH:6]=[CH:7][C:2]=1[NH2:1])([CH3:13])([CH3:11])[CH3:12]. (2) The reactants are [N:1]1[C:10]2[C:5](=[CH:6][C:7]([CH2:11][N:12]3[C:16]4=[N:17][C:18]([C:21](=O)[CH3:22])=[CH:19][CH:20]=[C:15]4[N:14]=[N:13]3)=[CH:8][CH:9]=2)[CH:4]=[CH:3][CH:2]=1.C([O-])(=O)C.[Na+].Cl.[NH2:30][NH:31][C:32]([NH2:34])=[O:33]. The catalyst is C(O)C. The product is [N:1]1[C:10]2[C:9](=[CH:8][C:7]([CH2:11][N:12]3[C:16]4=[N:17][C:18]([C:21](=[N:30][NH:31][C:32]([NH2:34])=[O:33])[CH3:22])=[CH:19][CH:20]=[C:15]4[N:14]=[N:13]3)=[CH:6][CH:5]=2)[CH:4]=[CH:3][CH:2]=1. The yield is 0.480.